Dataset: Reaction yield outcomes from USPTO patents with 853,638 reactions. Task: Predict the reaction yield, written as a fraction of the theoretical maximum amount of product (1.0 means a 100% yield; for example, 0.34 means a 34% yield). The reactants are [OH:1][C:2]1[CH:3]=[C:4]([CH:9]=[C:10]([OH:12])[CH:11]=1)[C:5]([O:7][CH3:8])=[O:6].C(=O)([O-])[O-].[K+].[K+].[CH2:19](Br)[C:20]1[CH:25]=[CH:24][CH:23]=[CH:22][CH:21]=1. The catalyst is CN(C=O)C. The product is [OH:1][C:2]1[CH:3]=[C:4]([CH:9]=[C:10]([O:12][CH2:19][C:20]2[CH:25]=[CH:24][CH:23]=[CH:22][CH:21]=2)[CH:11]=1)[C:5]([O:7][CH3:8])=[O:6]. The yield is 0.210.